This data is from Forward reaction prediction with 1.9M reactions from USPTO patents (1976-2016). The task is: Predict the product of the given reaction. (1) Given the reactants C(N=C=[N:5][CH2:6][CH2:7][CH2:8][N:9]([CH3:11])C)C.ON1[C:17]2[CH:18]=CC=[CH:21][C:16]=2N=N1.Cl.[CH:23]([N:26]1[C:30]2[C:31](=[O:40])[NH:32][C:33]3([CH2:39][CH2:38][NH:37][CH2:36][CH2:35]3)[CH2:34][C:29]=2[CH:28]=[N:27]1)([CH3:25])[CH3:24].O.CN(C)[CH:44]=[O:45], predict the reaction product. The product is: [CH:23]([N:26]1[C:30]2[C:31](=[O:40])[NH:32][C:33]3([CH2:39][CH2:38][N:37]([C:44]([C:16]4[CH:17]=[CH:18][C:6]5[C:7](=[CH:8][N:9]([CH3:11])[N:5]=5)[CH:21]=4)=[O:45])[CH2:36][CH2:35]3)[CH2:34][C:29]=2[CH:28]=[N:27]1)([CH3:25])[CH3:24]. (2) The product is: [CH2:6]([N:9]([C:2]([O:4][CH3:5])=[O:3])[C:10]1[CH:15]=[CH:14][C:13]([C:16]2([C:19]([OH:21])=[O:20])[CH2:17][CH2:18]2)=[CH:12][CH:11]=1)[CH:7]=[CH2:8]. Given the reactants Cl[C:2]([O:4][CH3:5])=[O:3].[CH2:6]([NH:9][C:10]1[CH:15]=[CH:14][C:13]([C:16]2([C:19]([O:21]C(C)(C)C)=[O:20])[CH2:18][CH2:17]2)=[CH:12][CH:11]=1)[CH:7]=[CH2:8].C(N(CC)CC)C.C(#N)C, predict the reaction product. (3) Given the reactants [N+:1]([C:4]1[CH:12]=[C:11]2[C:7]([CH:8]=[N:9][N:10]2[CH:13]2[CH2:18][CH2:17][CH2:16][CH2:15][O:14]2)=[CH:6][CH:5]=1)([O-])=O.[Cl-].[NH4+].C(OCC)(=O)C, predict the reaction product. The product is: [O:14]1[CH2:15][CH2:16][CH2:17][CH2:18][CH:13]1[N:10]1[C:11]2[C:7](=[CH:6][CH:5]=[C:4]([NH2:1])[CH:12]=2)[CH:8]=[N:9]1.